This data is from Retrosynthesis with 50K atom-mapped reactions and 10 reaction types from USPTO. The task is: Predict the reactants needed to synthesize the given product. (1) Given the product CC(C)CCNC(=O)c1ccccc1-c1ccccc1CN1C(=O)c2ccccc2C1=O, predict the reactants needed to synthesize it. The reactants are: CC(C)CCN.O=C(O)c1ccccc1-c1ccccc1CN1C(=O)c2ccccc2C1=O. (2) Given the product CC(C)(CO)CCCCCC(O)CCCCCC(C)(C)CO, predict the reactants needed to synthesize it. The reactants are: CC(C)(CO)CCCCCC(=O)CCCCCC(C)(C)CO. (3) Given the product O=C(NCc1ccccc1Cl)N(CCO)CCO, predict the reactants needed to synthesize it. The reactants are: O=C=NCc1ccccc1Cl.OCCNCCO.